This data is from Catalyst prediction with 721,799 reactions and 888 catalyst types from USPTO. The task is: Predict which catalyst facilitates the given reaction. (1) Reactant: [CH3:1][C:2]1[CH:3]=[C:4]([C:9]2([OH:19])[C:17]3[C:12](=[CH:13][CH:14]=[CH:15][CH:16]=3)[NH:11][C:10]2=[O:18])[CH:5]=[C:6]([CH3:8])[CH:7]=1.C(N=P1(N(CC)CC)N(C)CCCN1C)(C)(C)C.[CH2:38](Br)[C:39]1[CH:44]=[CH:43][CH:42]=[CH:41][CH:40]=1. Product: [CH2:38]([N:11]1[C:12]2[C:17](=[CH:16][CH:15]=[CH:14][CH:13]=2)[C:9]([C:4]2[CH:3]=[C:2]([CH3:1])[CH:7]=[C:6]([CH3:8])[CH:5]=2)([OH:19])[C:10]1=[O:18])[C:39]1[CH:44]=[CH:43][CH:42]=[CH:41][CH:40]=1. The catalyst class is: 10. (2) Reactant: [CH3:1][C:2]([O:7][CH2:8][C:9]1[C:17]2[C:12](=[CH:13][CH:14]=[CH:15][CH:16]=2)[NH:11][N:10]=1)([CH3:6])[C:3]([OH:5])=[O:4].[H-].[Na+].Cl[CH:21]1[C:30]2[C:25](=[CH:26][CH:27]=[CH:28][CH:29]=2)[CH2:24][CH2:23][CH2:22]1.Cl.[OH-].[Na+]. Product: [CH3:6][C:2]([O:7][CH2:8][C:9]1[C:17]2[C:12](=[CH:13][CH:14]=[CH:15][CH:16]=2)[N:11]([CH:29]2[C:30]3[C:25](=[CH:24][CH:23]=[CH:22][CH:21]=3)[CH2:26][CH2:27][CH2:28]2)[N:10]=1)([CH3:1])[C:3]([OH:5])=[O:4]. The catalyst class is: 615. (3) Reactant: [F:1][C:2]1[CH:10]=[C:9]2[C:5]([C:6]([C:12]3[N:13]=[C:14]4[C:20]([C:21]([OH:23])=O)=[CH:19][N:18]([CH2:24][O:25][CH2:26][CH2:27][Si:28]([CH3:31])([CH3:30])[CH3:29])[C:15]4=[N:16][CH:17]=3)=[N:7][N:8]2[CH3:11])=[CH:4][CH:3]=1.F[B-](F)(F)F.N1(OC(N(C)C)=[N+](C)C)C2C=CC=CC=2N=N1.C(N(CC)C(C)C)(C)C.[NH2:63][CH2:64][C:65]([CH3:69])([CH3:68])[CH2:66][OH:67]. Product: [OH:67][CH2:66][C:65]([CH3:69])([CH3:68])[CH2:64][NH:63][C:21]([C:20]1[C:14]2[C:15](=[N:16][CH:17]=[C:12]([C:6]3[C:5]4[C:9](=[CH:10][C:2]([F:1])=[CH:3][CH:4]=4)[N:8]([CH3:11])[N:7]=3)[N:13]=2)[N:18]([CH2:24][O:25][CH2:26][CH2:27][Si:28]([CH3:29])([CH3:30])[CH3:31])[CH:19]=1)=[O:23]. The catalyst class is: 647. (4) Reactant: [N:1]([CH2:4][CH2:5][O:6][CH:7]([C:19]1[CH:24]=[C:23]([Cl:25])[CH:22]=[CH:21][C:20]=1[CH3:26])[CH2:8][CH2:9][N:10]([CH3:18])[C:11](=[O:17])[O:12][C:13]([CH3:16])([CH3:15])[CH3:14])=[N+]=[N-].C1C=CC(P(C2C=CC=CC=2)C2C=CC=CC=2)=CC=1. The catalyst class is: 20. Product: [NH2:1][CH2:4][CH2:5][O:6][CH:7]([C:19]1[CH:24]=[C:23]([Cl:25])[CH:22]=[CH:21][C:20]=1[CH3:26])[CH2:8][CH2:9][N:10]([CH3:18])[C:11](=[O:17])[O:12][C:13]([CH3:16])([CH3:14])[CH3:15].